From a dataset of NCI-60 drug combinations with 297,098 pairs across 59 cell lines. Regression. Given two drug SMILES strings and cell line genomic features, predict the synergy score measuring deviation from expected non-interaction effect. (1) Drug 1: CS(=O)(=O)C1=CC(=C(C=C1)C(=O)NC2=CC(=C(C=C2)Cl)C3=CC=CC=N3)Cl. Drug 2: C1=NNC2=C1C(=O)NC=N2. Cell line: 786-0. Synergy scores: CSS=15.3, Synergy_ZIP=0.890, Synergy_Bliss=5.33, Synergy_Loewe=-2.45, Synergy_HSA=5.88. (2) Drug 1: CC12CCC(CC1=CCC3C2CCC4(C3CC=C4C5=CN=CC=C5)C)O. Drug 2: CN1C(=O)N2C=NC(=C2N=N1)C(=O)N. Cell line: HCC-2998. Synergy scores: CSS=-5.89, Synergy_ZIP=0.00718, Synergy_Bliss=-9.62, Synergy_Loewe=-23.7, Synergy_HSA=-14.6. (3) Drug 1: C1=NC(=NC(=O)N1C2C(C(C(O2)CO)O)O)N. Drug 2: CCN(CC)CCCC(C)NC1=C2C=C(C=CC2=NC3=C1C=CC(=C3)Cl)OC. Cell line: A549. Synergy scores: CSS=19.5, Synergy_ZIP=-6.68, Synergy_Bliss=-0.784, Synergy_Loewe=-4.59, Synergy_HSA=-0.389.